From a dataset of Full USPTO retrosynthesis dataset with 1.9M reactions from patents (1976-2016). Predict the reactants needed to synthesize the given product. The reactants are: [C:1]1(=[O:8])[CH2:6][CH2:5][C:4](=[O:7])[CH2:3][CH2:2]1.[CH:9]1[CH:14]=[C:13]([CH:15]=O)[C:12]([CH:17]=O)=[CH:11][CH:10]=1.[OH-].[Na+]. Given the product [CH:11]1[C:12]2[C:13](=[CH:15][C:6]3[C:1](=[O:8])[C:2]4[C:3]([C:4](=[O:7])[C:5]=3[CH:17]=2)=[CH:15][C:13]2[C:12](=[CH:11][CH:10]=[CH:9][CH:14]=2)[CH:17]=4)[CH:14]=[CH:9][CH:10]=1, predict the reactants needed to synthesize it.